Predict which catalyst facilitates the given reaction. From a dataset of Catalyst prediction with 721,799 reactions and 888 catalyst types from USPTO. (1) Reactant: [Br:1][C:2]1[CH:7]=[CH:6][C:5]([C:8]2[O:12][N:11]=[C:10]([CH3:13])[C:9]=2C(O)=O)=[CH:4][CH:3]=1.[CH2:17]([N:19](CC)CC)C.C1(P(N=[N+]=[N-])(C2C=CC=CC=2)=O)C=CC=CC=1.[C:41]([NH:49][NH2:50])(=[O:48])[C:42]1[CH:47]=[CH:46][CH:45]=[CH:44][CH:43]=1.O(Cl)Cl.[P+5]. Product: [Br:1][C:2]1[CH:3]=[CH:4][C:5]([C:8]2[O:12][N:11]=[C:10]([CH3:13])[C:9]=2[NH:19][C:17]2[O:48][C:41]([C:42]3[CH:47]=[CH:46][CH:45]=[CH:44][CH:43]=3)=[N:49][N:50]=2)=[CH:6][CH:7]=1. The catalyst class is: 857. (2) Reactant: [Cl:1][C:2]1[CH:7]=[C:6]([C:8](=[O:10])[CH3:9])[CH:5]=[CH:4][N:3]=1.[C:11](OC)(=[O:16])[C:12]([O:14][CH3:15])=[O:13].C[O-].[Na+].Cl. Product: [Cl:1][C:2]1[CH:7]=[C:6]([C:8](=[O:10])[CH2:9][C:11](=[O:16])[C:12]([O:14][CH3:15])=[O:13])[CH:5]=[CH:4][N:3]=1. The catalyst class is: 5.